From a dataset of Forward reaction prediction with 1.9M reactions from USPTO patents (1976-2016). Predict the product of the given reaction. (1) The product is: [C:23]([C:25]1[CH:26]=[CH:27][C:28]([C:32]([NH:2][CH:3]2[CH2:8][CH2:7][N:6]([CH2:9][C@H:10]([OH:11])[C:12]3[C:13]([CH3:22])=[C:14]4[C:18](=[CH:19][CH:20]=3)[C:17](=[O:21])[O:16][CH2:15]4)[CH2:5][CH2:4]2)=[O:33])=[N:29][C:30]=1[CH3:31])#[N:24]. Given the reactants Cl.[NH2:2][CH:3]1[CH2:8][CH2:7][N:6]([CH2:9][C@@H:10]([C:12]2[C:13]([CH3:22])=[C:14]3[C:18](=[CH:19][CH:20]=2)[C:17](=[O:21])[O:16][CH2:15]3)[OH:11])[CH2:5][CH2:4]1.[C:23]([C:25]1[CH:26]=[CH:27][C:28]([C:32](O)=[O:33])=[N:29][C:30]=1[CH3:31])#[N:24], predict the reaction product. (2) Given the reactants C(OC(=O)[NH:7][C:8]1[CH:13]=[C:12]([C:14]([F:17])([F:16])[F:15])[C:11]([Cl:18])=[CH:10][C:9]=1[NH:19][C:20](=[O:38])[CH2:21][C:22]([C:24]1[CH:29]=[CH:28][CH:27]=[C:26]([C:30]2[CH:35]=[C:34]([CH3:36])[N:33]=[C:32]([CH3:37])[CH:31]=2)[CH:25]=1)=O)(C)(C)C.C(O)(C(F)(F)F)=O, predict the reaction product. The product is: [Cl:18][C:11]1[C:12]([C:14]([F:17])([F:15])[F:16])=[CH:13][C:8]2[N:7]=[C:22]([C:24]3[CH:29]=[CH:28][CH:27]=[C:26]([C:30]4[CH:35]=[C:34]([CH3:36])[N:33]=[C:32]([CH3:37])[CH:31]=4)[CH:25]=3)[CH2:21][C:20](=[O:38])[NH:19][C:9]=2[CH:10]=1.